From a dataset of NCI-60 drug combinations with 297,098 pairs across 59 cell lines. Regression. Given two drug SMILES strings and cell line genomic features, predict the synergy score measuring deviation from expected non-interaction effect. Drug 1: C1C(C(OC1N2C=C(C(=O)NC2=O)F)CO)O. Drug 2: CC1CCCC2(C(O2)CC(NC(=O)CC(C(C(=O)C(C1O)C)(C)C)O)C(=CC3=CSC(=N3)C)C)C. Cell line: HCC-2998. Synergy scores: CSS=67.6, Synergy_ZIP=-6.89, Synergy_Bliss=-7.35, Synergy_Loewe=-0.442, Synergy_HSA=3.41.